Dataset: NCI-60 drug combinations with 297,098 pairs across 59 cell lines. Task: Regression. Given two drug SMILES strings and cell line genomic features, predict the synergy score measuring deviation from expected non-interaction effect. (1) Drug 1: CC1=C(N=C(N=C1N)C(CC(=O)N)NCC(C(=O)N)N)C(=O)NC(C(C2=CN=CN2)OC3C(C(C(C(O3)CO)O)O)OC4C(C(C(C(O4)CO)O)OC(=O)N)O)C(=O)NC(C)C(C(C)C(=O)NC(C(C)O)C(=O)NCCC5=NC(=CS5)C6=NC(=CS6)C(=O)NCCC[S+](C)C)O. Drug 2: CN(CCCl)CCCl.Cl. Cell line: HL-60(TB). Synergy scores: CSS=37.8, Synergy_ZIP=-4.46, Synergy_Bliss=0.884, Synergy_Loewe=0.0585, Synergy_HSA=2.14. (2) Drug 1: CC1CCC2CC(C(=CC=CC=CC(CC(C(=O)C(C(C(=CC(C(=O)CC(OC(=O)C3CCCCN3C(=O)C(=O)C1(O2)O)C(C)CC4CCC(C(C4)OC)O)C)C)O)OC)C)C)C)OC. Drug 2: C1CN(CCN1C(=O)CCBr)C(=O)CCBr. Cell line: HS 578T. Synergy scores: CSS=29.3, Synergy_ZIP=-7.58, Synergy_Bliss=2.49, Synergy_Loewe=-6.34, Synergy_HSA=5.42. (3) Drug 1: CN1C(=O)N2C=NC(=C2N=N1)C(=O)N. Drug 2: C1=NC2=C(N1)C(=S)N=CN2. Cell line: RXF 393. Synergy scores: CSS=18.8, Synergy_ZIP=-4.52, Synergy_Bliss=-5.22, Synergy_Loewe=-21.5, Synergy_HSA=-4.32. (4) Cell line: DU-145. Drug 1: CCCCCOC(=O)NC1=NC(=O)N(C=C1F)C2C(C(C(O2)C)O)O. Drug 2: B(C(CC(C)C)NC(=O)C(CC1=CC=CC=C1)NC(=O)C2=NC=CN=C2)(O)O. Synergy scores: CSS=26.6, Synergy_ZIP=1.52, Synergy_Bliss=-1.54, Synergy_Loewe=-57.5, Synergy_HSA=-5.67. (5) Cell line: HS 578T. Synergy scores: CSS=6.22, Synergy_ZIP=-7.52, Synergy_Bliss=-10.1, Synergy_Loewe=-9.59, Synergy_HSA=-8.04. Drug 2: C(CC(=O)O)C(=O)CN.Cl. Drug 1: C1=C(C(=O)NC(=O)N1)N(CCCl)CCCl. (6) Drug 1: C1=NC(=NC(=O)N1C2C(C(C(O2)CO)O)O)N. Drug 2: C1CCC(C(C1)N)N.C(=O)(C(=O)[O-])[O-].[Pt+4]. Cell line: OVCAR-8. Synergy scores: CSS=31.4, Synergy_ZIP=-12.7, Synergy_Bliss=-2.02, Synergy_Loewe=-13.7, Synergy_HSA=2.67. (7) Drug 1: C1=C(C(=O)NC(=O)N1)N(CCCl)CCCl. Drug 2: CCN(CC)CCNC(=O)C1=C(NC(=C1C)C=C2C3=C(C=CC(=C3)F)NC2=O)C. Cell line: NCI-H460. Synergy scores: CSS=12.6, Synergy_ZIP=4.02, Synergy_Bliss=-3.54, Synergy_Loewe=-6.73, Synergy_HSA=-5.08. (8) Drug 1: C1C(C(OC1N2C=C(C(=O)NC2=O)F)CO)O. Drug 2: CS(=O)(=O)OCCCCOS(=O)(=O)C. Cell line: RXF 393. Synergy scores: CSS=3.81, Synergy_ZIP=-1.11, Synergy_Bliss=1.57, Synergy_Loewe=-4.28, Synergy_HSA=0.804. (9) Drug 1: CC1C(C(CC(O1)OC2CC(CC3=C2C(=C4C(=C3O)C(=O)C5=C(C4=O)C(=CC=C5)OC)O)(C(=O)CO)O)N)O.Cl. Drug 2: CC12CCC3C(C1CCC2O)C(CC4=C3C=CC(=C4)O)CCCCCCCCCS(=O)CCCC(C(F)(F)F)(F)F. Cell line: 786-0. Synergy scores: CSS=18.2, Synergy_ZIP=-14.0, Synergy_Bliss=-23.8, Synergy_Loewe=-31.3, Synergy_HSA=-24.9. (10) Drug 1: CC1=CC2C(CCC3(C2CCC3(C(=O)C)OC(=O)C)C)C4(C1=CC(=O)CC4)C. Drug 2: C#CCC(CC1=CN=C2C(=N1)C(=NC(=N2)N)N)C3=CC=C(C=C3)C(=O)NC(CCC(=O)O)C(=O)O. Cell line: UACC-257. Synergy scores: CSS=-3.05, Synergy_ZIP=1.25, Synergy_Bliss=-0.880, Synergy_Loewe=-4.82, Synergy_HSA=-3.60.